Regression. Given a peptide amino acid sequence and an MHC pseudo amino acid sequence, predict their binding affinity value. This is MHC class II binding data. From a dataset of Peptide-MHC class II binding affinity with 134,281 pairs from IEDB. (1) The peptide sequence is SAGRSRRSRRAIDLP. The MHC is HLA-DQA10501-DQB10302 with pseudo-sequence HLA-DQA10501-DQB10302. The binding affinity (normalized) is 0. (2) The peptide sequence is AAAAAYEAAFAATVP. The MHC is DRB1_1201 with pseudo-sequence DRB1_1201. The binding affinity (normalized) is 0. (3) The peptide sequence is KTMAVCTNAKVTAKG. The MHC is HLA-DPA10103-DPB10401 with pseudo-sequence HLA-DPA10103-DPB10401. The binding affinity (normalized) is 0.157. (4) The peptide sequence is EKKYFAATQFEGLAA. The MHC is DRB1_0101 with pseudo-sequence DRB1_0101. The binding affinity (normalized) is 0.730. (5) The peptide sequence is ILNTWLVKPGAGIMI. The MHC is HLA-DQA10301-DQB10302 with pseudo-sequence HLA-DQA10301-DQB10302. The binding affinity (normalized) is 0.0986. (6) The peptide sequence is FDLRAQGINLIIHYV. The MHC is HLA-DQA10201-DQB10202 with pseudo-sequence HLA-DQA10201-DQB10202. The binding affinity (normalized) is 0.333.